From a dataset of Reaction yield outcomes from USPTO patents with 853,638 reactions. Predict the reaction yield, written as a fraction of the theoretical maximum amount of product (1.0 means a 100% yield; for example, 0.34 means a 34% yield). (1) The product is [Br-:23].[OH:10][C:9]([C:17]1[CH:22]=[CH:21][CH:20]=[CH:19][CH:18]=1)([C:11]1[CH:12]=[CH:13][CH:14]=[CH:15][CH:16]=1)[C:4]12[CH2:5][CH2:6][N+:1]([CH2:24][CH2:25][CH2:26][CH2:27][CH2:28][CH2:29][CH2:30][CH2:31][CH3:32])([CH2:2][CH2:3]1)[CH2:8][CH2:7]2. The catalyst is CC#N. The yield is 0.458. The reactants are [N:1]12[CH2:8][CH2:7][C:4]([C:9]([C:17]3[CH:22]=[CH:21][CH:20]=[CH:19][CH:18]=3)([C:11]3[CH:16]=[CH:15][CH:14]=[CH:13][CH:12]=3)[OH:10])([CH2:5][CH2:6]1)[CH2:3][CH2:2]2.[Br:23][CH2:24][CH2:25][CH2:26][CH2:27][CH2:28][CH2:29][CH2:30][CH2:31][CH3:32]. (2) The reactants are C(OC(=O)[NH:7][C@H:8]([CH2:25][C:26]1[CH:31]=[CH:30][N:29]=[CH:28][CH:27]=1)[C:9]([N:11]1[CH2:16][CH2:15][N:14]([C:17]2[CH:22]=[CH:21][CH:20]=[CH:19][C:18]=2[O:23][CH3:24])[CH2:13][CH2:12]1)=[O:10])(C)(C)C.Cl. The catalyst is C1COCC1. The product is [NH2:7][C@H:8]([CH2:25][C:26]1[CH:31]=[CH:30][N:29]=[CH:28][CH:27]=1)[C:9]([N:11]1[CH2:12][CH2:13][N:14]([C:17]2[CH:22]=[CH:21][CH:20]=[CH:19][C:18]=2[O:23][CH3:24])[CH2:15][CH2:16]1)=[O:10]. The yield is 1.00. (3) The reactants are [Br:1][C:2]1[N:3]=[C:4]2[C:10]([C:11]([OH:13])=O)=[CH:9][N:8]([CH2:14][O:15][CH2:16][CH2:17][Si:18]([CH3:21])([CH3:20])[CH3:19])[C:5]2=[N:6][CH:7]=1.C1C=CC2N(O)N=NC=2C=1.C(Cl)CCl.[CH3:36][C:37]([CH3:42])([CH3:41])[C@@H:38]([NH2:40])[CH3:39].C(N(CC)C(C)C)(C)C. The catalyst is CN(C=O)C. The product is [CH3:39][C@H:38]([NH:40][C:11]([C:10]1[C:4]2[C:5](=[N:6][CH:7]=[C:2]([Br:1])[N:3]=2)[N:8]([CH2:14][O:15][CH2:16][CH2:17][Si:18]([CH3:21])([CH3:20])[CH3:19])[CH:9]=1)=[O:13])[C:37]([CH3:42])([CH3:41])[CH3:36]. The yield is 0.500. (4) The reactants are S(Cl)(Cl)=O.[C:5]([O:8][CH2:9][C:10]([CH3:40])([CH3:39])[CH2:11][N:12]1[C:18]2[CH:19]=[CH:20][C:21]([Cl:23])=[CH:22][C:17]=2[C@@H:16]([C:24]2[CH:29]=[CH:28][CH:27]=[C:26]([O:30][CH3:31])[C:25]=2[O:32][CH3:33])[O:15][C@H:14]([CH2:34][C:35]([OH:37])=O)[C:13]1=[O:38])(=[O:7])[CH3:6].CN(C)C=O.[CH2:46]([S:49]([NH2:52])(=[O:51])=[O:50])[CH2:47][CH3:48]. The catalyst is O1CCCC1.CN(C)C1C=CN=CC=1.O. The product is [CH2:46]([S:49]([NH:52][C:35](=[O:37])[CH2:34][C@H:14]1[O:15][C@H:16]([C:24]2[CH:29]=[CH:28][CH:27]=[C:26]([O:30][CH3:31])[C:25]=2[O:32][CH3:33])[C:17]2[CH:22]=[C:21]([Cl:23])[CH:20]=[CH:19][C:18]=2[N:12]([CH2:11][C:10]([CH3:40])([CH3:39])[CH2:9][O:8][C:5](=[O:7])[CH3:6])[C:13]1=[O:38])(=[O:51])=[O:50])[CH2:47][CH3:48]. The yield is 0.880. (5) The reactants are Cl[C:2]1[C:11]2[C:6](=[CH:7][CH:8]=[C:9]([O:12][CH3:13])[CH:10]=2)[N:5]=[C:4]([C:14]2[CH:21]=[CH:20][C:17]([C:18]#[N:19])=[CH:16][CH:15]=2)[CH:3]=1.[F-:22].[Cs+]. The catalyst is [N+](CCCC)(CCCC)(CCCC)CCCC.[Br-].CS(C)=O. The product is [F:22][C:2]1[C:11]2[C:6](=[CH:7][CH:8]=[C:9]([O:12][CH3:13])[CH:10]=2)[N:5]=[C:4]([C:14]2[CH:21]=[CH:20][C:17]([C:18]#[N:19])=[CH:16][CH:15]=2)[CH:3]=1. The yield is 0.317. (6) The reactants are [NH:1]1[C:5]2[CH:6]=[CH:7][C:8]([C:10]([N:12]3[C@@H:21]4[C@@H:16]([C:17]5[CH:25]=[CH:24][C:23]([C:26]([OH:28])=O)=[CH:22][C:18]=5[CH2:19][CH2:20]4)[CH2:15][CH2:14][CH2:13]3)=[O:11])=[CH:9][C:4]=2[N:3]=[CH:2]1.[NH3:29]. No catalyst specified. The product is [NH:1]1[C:5]2[CH:6]=[CH:7][C:8]([C:10]([N:12]3[C@@H:21]4[C@@H:16]([C:17]5[CH:25]=[CH:24][C:23]([C:26]([NH2:29])=[O:28])=[CH:22][C:18]=5[CH2:19][CH2:20]4)[CH2:15][CH2:14][CH2:13]3)=[O:11])=[CH:9][C:4]=2[N:3]=[CH:2]1. The yield is 0.580. (7) The reactants are [C:1]1([CH2:7][O:8][C:9]([C:11]2([NH2:17])[CH2:16][CH2:15][CH2:14][CH2:13][CH2:12]2)=[O:10])[CH:6]=[CH:5][CH:4]=[CH:3][CH:2]=1.[C:18](OC(OC(C)(C)C)=O)(OC(C)(C)C)=[O:19].C(N(CC)CC)C.[C:40]1([N:46]2[CH2:51][CH2:50][NH:49][CH2:48][CH2:47]2)[CH:45]=[CH:44][CH:43]=[CH:42][CH:41]=1. The product is [C:1]1([CH2:7][O:8][C:9]([C:11]2([NH:17][C:18]([N:49]3[CH2:50][CH2:51][N:46]([C:40]4[CH:45]=[CH:44][CH:43]=[CH:42][CH:41]=4)[CH2:47][CH2:48]3)=[O:19])[CH2:12][CH2:13][CH2:14][CH2:15][CH2:16]2)=[O:10])[CH:2]=[CH:3][CH:4]=[CH:5][CH:6]=1. The catalyst is C(Cl)Cl. The yield is 0.700. (8) The reactants are Cl[C:2]1[C:3]2[CH:10]=[CH:9][O:8][C:4]=2[N:5]=[CH:6][N:7]=1.Cl.Cl.[CH3:13][N:14]([CH3:22])[C@H:15]1[CH2:20][CH2:19][C@H:18]([NH2:21])[CH2:17][CH2:16]1.C(N(CC)CC)C.CN(C=[O:34])C. The yield is 0.330. The catalyst is C(OCC)(=O)C. The product is [CH:9]([OH:8])=[O:34].[N:5]1[C:4]2[O:8][CH:9]=[CH:10][C:3]=2[C:2]([NH:21][C@H:18]2[CH2:19][CH2:20][C@H:15]([N:14]([CH3:22])[CH3:13])[CH2:16][CH2:17]2)=[N:7][CH:6]=1. (9) The reactants are Cl.C([O:4][CH2:5][CH2:6][O:7][NH:8][C:9]([C:11]1[C:20]([NH:21][C:22]2[CH:27]=[CH:26][C:25]([Br:28])=[CH:24][C:23]=2[Cl:29])=[C:19]([F:30])[C:14]2[N:15]=[CH:16][N:17]([CH3:18])[C:13]=2[CH:12]=1)=[O:10])=C. The catalyst is C(O)C. The product is [OH:4][CH2:5][CH2:6][O:7][NH:8][C:9]([C:11]1[C:20]([NH:21][C:22]2[CH:27]=[CH:26][C:25]([Br:28])=[CH:24][C:23]=2[Cl:29])=[C:19]([F:30])[C:14]2[N:15]=[CH:16][N:17]([CH3:18])[C:13]=2[CH:12]=1)=[O:10]. The yield is 1.00.